Dataset: Peptide-MHC class I binding affinity with 185,985 pairs from IEDB/IMGT. Task: Regression. Given a peptide amino acid sequence and an MHC pseudo amino acid sequence, predict their binding affinity value. This is MHC class I binding data. (1) The peptide sequence is IPQSLDSRWTSL. The MHC is H-2-Ld with pseudo-sequence H-2-Ld. The binding affinity (normalized) is 0.781. (2) The peptide sequence is DELGNILSTY. The MHC is HLA-B44:03 with pseudo-sequence HLA-B44:03. The binding affinity (normalized) is 0.456.